Dataset: Reaction yield outcomes from USPTO patents with 853,638 reactions. Task: Predict the reaction yield, written as a fraction of the theoretical maximum amount of product (1.0 means a 100% yield; for example, 0.34 means a 34% yield). The reactants are [OH-].[K+].[C:3]([N:6]1[CH2:11][CH2:10][C:9]2[N:12]([CH2:26][CH:27]3[CH2:29][CH2:28]3)[N:13]=[C:14]([NH:15][C:16]3[CH:17]=[C:18]([CH:23]=[CH:24][CH:25]=3)[C:19]([O:21]C)=[O:20])[C:8]=2[CH2:7]1)(=[O:5])[CH3:4]. The catalyst is CO.O.C1COCC1. The product is [C:3]([N:6]1[CH2:11][CH2:10][C:9]2[N:12]([CH2:26][CH:27]3[CH2:28][CH2:29]3)[N:13]=[C:14]([NH:15][C:16]3[CH:17]=[C:18]([CH:23]=[CH:24][CH:25]=3)[C:19]([OH:21])=[O:20])[C:8]=2[CH2:7]1)(=[O:5])[CH3:4]. The yield is 0.530.